Dataset: Full USPTO retrosynthesis dataset with 1.9M reactions from patents (1976-2016). Task: Predict the reactants needed to synthesize the given product. (1) Given the product [CH3:36][O:35][CH2:34][CH2:33][N:12]1[CH2:13][C@@H:9]([C:5]2[CH:6]=[CH:7][CH:8]=[C:3]([C:2]([F:22])([F:1])[F:23])[CH:4]=2)[C@H:10]([NH:14][C:15](=[O:21])[O:16][C:17]([CH3:18])([CH3:19])[CH3:20])[CH2:11]1, predict the reactants needed to synthesize it. The reactants are: [F:1][C:2]([F:23])([F:22])[C:3]1[CH:4]=[C:5]([C@@H:9]2[CH2:13][NH:12][CH2:11][C@H:10]2[NH:14][C:15](=[O:21])[O:16][C:17]([CH3:20])([CH3:19])[CH3:18])[CH:6]=[CH:7][CH:8]=1.C(N(CC)C(C)C)C.Br[CH2:33][CH2:34][O:35][CH3:36]. (2) Given the product [Cl:1][C:2]1[CH:3]=[CH:4][C:5]2[N:11]3[C:12]([C:15]([F:18])([F:17])[F:16])=[N:13][N:14]=[C:10]3[C@@H:9]([CH2:19][CH2:20][OH:21])[O:8][C@H:7]([C:23]3[CH:28]=[CH:27][CH:26]=[C:25]([O:29][CH3:30])[C:24]=3[O:31][CH3:32])[C:6]=2[CH:33]=1, predict the reactants needed to synthesize it. The reactants are: [Cl:1][C:2]1[CH:3]=[CH:4][C:5]2[N:11]3[C:12]([C:15]([F:18])([F:17])[F:16])=[N:13][N:14]=[C:10]3[C@H:9]([CH2:19][C:20](O)=[O:21])[O:8][C@@H:7]([C:23]3[CH:28]=[CH:27][CH:26]=[C:25]([O:29][CH3:30])[C:24]=3[O:31][CH3:32])[C:6]=2[CH:33]=1.CN1CCOCC1.ClC(OCC)=O.[BH4-].[Na+].C(O)(=O)CC(CC(O)=O)(C(O)=O)O. (3) The reactants are: [Cl:1][C:2]1[CH:7]=[CH:6][C:5]([C:8]2[N:9]=[C:10]([CH:26]=O)[C:11]([C:21]([O:23][CH2:24][CH3:25])=[O:22])=[N:12][C:13]=2[C:14]2[CH:19]=[CH:18][C:17]([Cl:20])=[CH:16][CH:15]=2)=[CH:4][CH:3]=1.[F:28][C:29]1([F:35])[CH2:34][CH2:33][NH:32][CH2:31][CH2:30]1.C(O[BH-](OC(=O)C)OC(=O)C)(=O)C.[Na+].C([O-])(O)=O.[Na+]. Given the product [Cl:1][C:2]1[CH:3]=[CH:4][C:5]([C:8]2[N:9]=[C:10]([CH2:26][N:32]3[CH2:33][CH2:34][C:29]([F:35])([F:28])[CH2:30][CH2:31]3)[C:11]([C:21]([O:23][CH2:24][CH3:25])=[O:22])=[N:12][C:13]=2[C:14]2[CH:19]=[CH:18][C:17]([Cl:20])=[CH:16][CH:15]=2)=[CH:6][CH:7]=1, predict the reactants needed to synthesize it. (4) Given the product [F:45][C:44]1[CH:43]=[CH:42][C:28]([C:29](=[O:30])[NH:31][C@@H:32]2[C:40]3[C:35](=[CH:36][CH:37]=[CH:38][CH:39]=3)[CH2:34][C@@H:33]2[OH:41])=[CH:27][C:26]=1[NH:25][C:11]([C:8]1[N:6]2[CH:7]=[C:2]([F:1])[CH:3]=[CH:4][C:5]2=[N:10][CH:9]=1)=[O:13], predict the reactants needed to synthesize it. The reactants are: [F:1][C:2]1[CH:3]=[CH:4][C:5]2[N:6]([C:8]([C:11]([OH:13])=O)=[CH:9][N:10]=2)[CH:7]=1.C(Cl)(=O)C(Cl)=O.CN(C=O)C.[NH2:25][C:26]1[CH:27]=[C:28]([CH:42]=[CH:43][C:44]=1[F:45])[C:29]([NH:31][C@@H:32]1[C:40]2[C:35](=[CH:36][CH:37]=[CH:38][CH:39]=2)[CH2:34][C@@H:33]1[OH:41])=[O:30].